From a dataset of Retrosynthesis with 50K atom-mapped reactions and 10 reaction types from USPTO. Predict the reactants needed to synthesize the given product. (1) Given the product [O-][n+]1c(Cl)cccc1Cl, predict the reactants needed to synthesize it. The reactants are: Clc1cccc(Cl)n1.OO. (2) Given the product Cc1[nH]c(-c2ccccc2NCC2CCNCC2)cc1C(N)=O, predict the reactants needed to synthesize it. The reactants are: Cc1[nH]c(-c2ccccc2NCC2CCN(C(=O)OC(C)(C)C)CC2)cc1C(N)=O. (3) Given the product COC(=O)c1ccc(NC2CCN(C(=O)Nc3ccccc3)CC2)nc1, predict the reactants needed to synthesize it. The reactants are: COC(=O)c1ccc(NC2CCNCC2)nc1.O=C=Nc1ccccc1. (4) The reactants are: CC(C)(C)OC(=O)N1CCCC(CI)C1.Sc1nc(-c2ccccc2)cs1. Given the product CC(C)(C)OC(=O)N1CCCC(CSc2nc(-c3ccccc3)cs2)C1, predict the reactants needed to synthesize it.